Dataset: Peptide-MHC class II binding affinity with 134,281 pairs from IEDB. Task: Regression. Given a peptide amino acid sequence and an MHC pseudo amino acid sequence, predict their binding affinity value. This is MHC class II binding data. (1) The peptide sequence is EIPSFRWTQSLRRGL. The MHC is DRB1_0404 with pseudo-sequence DRB1_0404. The binding affinity (normalized) is 0.595. (2) The binding affinity (normalized) is 0.0340. The peptide sequence is AEEVEKIEKTEEPAP. The MHC is HLA-DQA10501-DQB10201 with pseudo-sequence HLA-DQA10501-DQB10201. (3) The peptide sequence is MMTGRMGERQLQKIE. The MHC is DRB3_0101 with pseudo-sequence DRB3_0101. The binding affinity (normalized) is 0.232. (4) The peptide sequence is VLTRLEAWLTEHGCN. The MHC is HLA-DQA10201-DQB10303 with pseudo-sequence HLA-DQA10201-DQB10303. The binding affinity (normalized) is 0.218.